Dataset: Full USPTO retrosynthesis dataset with 1.9M reactions from patents (1976-2016). Task: Predict the reactants needed to synthesize the given product. Given the product [Br:13][CH2:12][C:5]1[CH:6]=[CH:7][CH:8]=[C:9]2[C:4]=1[N:3]=[C:2]([CH3:1])[CH:11]=[CH:10]2, predict the reactants needed to synthesize it. The reactants are: [CH3:1][C:2]1[CH:11]=[CH:10][C:9]2[C:4](=[C:5]([CH3:12])[CH:6]=[CH:7][CH:8]=2)[N:3]=1.[Br:13]N1C(=O)CCC1=O.